This data is from Reaction yield outcomes from USPTO patents with 853,638 reactions. The task is: Predict the reaction yield, written as a fraction of the theoretical maximum amount of product (1.0 means a 100% yield; for example, 0.34 means a 34% yield). The reactants are [I:1]Cl.ClCCl.[Cl:6][C:7]1[N:8]=[C:9]2[CH:15]=[CH:14][NH:13][C:10]2=[N:11][CH:12]=1. The catalyst is CN1CCCC1=O.N1C=CC=CC=1. The product is [Cl:6][C:7]1[N:8]=[C:9]2[C:15]([I:1])=[CH:14][NH:13][C:10]2=[N:11][CH:12]=1. The yield is 0.750.